Dataset: Reaction yield outcomes from USPTO patents with 853,638 reactions. Task: Predict the reaction yield, written as a fraction of the theoretical maximum amount of product (1.0 means a 100% yield; for example, 0.34 means a 34% yield). (1) The reactants are [Cl:1][C:2]1[C:7]([O:8][CH2:9][CH3:10])=[CH:6][C:5]([CH2:11][OH:12])=[CH:4][C:3]=1[O:13][CH2:14][CH3:15]. The catalyst is C1COCC1.O=[Mn]=O. The product is [Cl:1][C:2]1[C:7]([O:8][CH2:9][CH3:10])=[CH:6][C:5]([CH:11]=[O:12])=[CH:4][C:3]=1[O:13][CH2:14][CH3:15]. The yield is 0.920. (2) The reactants are [F:1][C:2]([F:7])([F:6])[C:3]([OH:5])=[O:4].[NH2:8][CH2:9][C:10]([N:12]1[CH2:17][CH2:16][CH:15]([C:18]2[CH:23]=[CH:22][C:21]([NH:24][C:25]([C:27]3[NH:28][CH:29]=[C:30]([C:32]#[N:33])[N:31]=3)=[O:26])=[C:20]([C:34]3[CH2:39][CH2:38][CH2:37][CH2:36][CH:35]=3)[CH:19]=2)[CH2:14][CH2:13]1)=[O:11].[BH-](OC(C)=O)(OC(C)=O)[O:41][C:42]([CH3:44])=O.[Na+].C(C=O)=O. The catalyst is C(Cl)Cl. The product is [C:3]([OH:5])([C:2]([F:7])([F:6])[F:1])=[O:4].[F:1][C:2]([F:7])([F:6])[C:3]([OH:5])=[O:4].[C:34]1([C:20]2[CH:19]=[C:18]([CH:15]3[CH2:16][CH2:17][N:12]([C:10](=[O:11])[CH2:9][NH:8][CH2:44][CH2:42][OH:41])[CH2:13][CH2:14]3)[CH:23]=[CH:22][C:21]=2[NH:24][C:25]([C:27]2[NH:28][CH:29]=[C:30]([C:32]#[N:33])[N:31]=2)=[O:26])[CH2:39][CH2:38][CH2:37][CH2:36][CH:35]=1. The yield is 0.00100.